From a dataset of Peptide-MHC class I binding affinity with 185,985 pairs from IEDB/IMGT. Regression. Given a peptide amino acid sequence and an MHC pseudo amino acid sequence, predict their binding affinity value. This is MHC class I binding data. (1) The peptide sequence is RSADGSPPY. The MHC is SLA-10401 with pseudo-sequence SLA-10401. The binding affinity (normalized) is 0.593. (2) The peptide sequence is LTFLHTLYK. The MHC is HLA-A03:01 with pseudo-sequence HLA-A03:01. The binding affinity (normalized) is 0.530. (3) The peptide sequence is GLFTNSSGTQ. The binding affinity (normalized) is 0. The MHC is HLA-A31:01 with pseudo-sequence HLA-A31:01. (4) The peptide sequence is RILHNFAYSL. The MHC is Mamu-B01 with pseudo-sequence Mamu-B01. The binding affinity (normalized) is 0. (5) The peptide sequence is MTYKAAVL. The MHC is HLA-B08:01 with pseudo-sequence HLA-B08:01. The binding affinity (normalized) is 0.408. (6) The peptide sequence is WPVMQWLTA. The MHC is HLA-A02:19 with pseudo-sequence HLA-A02:19. The binding affinity (normalized) is 0.0847.